This data is from Catalyst prediction with 721,799 reactions and 888 catalyst types from USPTO. The task is: Predict which catalyst facilitates the given reaction. (1) Reactant: [K+].[F:2][C:3]1[CH:12]=[C:11]2[C:6]([CH:7]=[CH:8][CH:9]=[N:10]2)=[CH:5][C:4]=1[CH2:13][C:14]([NH:16][NH:17][C:18]([S-:20])=S)=O.O.[NH2:22][NH2:23]. Product: [NH2:22][N:23]1[C:14]([CH2:13][C:4]2[CH:5]=[C:6]3[C:11](=[CH:12][C:3]=2[F:2])[N:10]=[CH:9][CH:8]=[CH:7]3)=[N:16][N:17]=[C:18]1[SH:20]. The catalyst class is: 6. (2) Product: [N:25]1[N:26]([C:30]2[CH:31]=[C:32]([NH:33][C:2]3[CH:3]=[C:4]([NH:10][C@@H:11]4[CH2:16][CH2:15][CH2:14][CH2:13][C@@H:12]4[NH:17][C:18](=[O:24])[O:19][C:20]([CH3:23])([CH3:22])[CH3:21])[CH:5]=[N:6][C:7]=3[C:8]#[N:9])[CH:34]=[CH:35][CH:36]=2)[N:27]=[CH:28][CH:29]=1. The catalyst class is: 62. Reactant: Br[C:2]1[CH:3]=[C:4]([NH:10][C@@H:11]2[CH2:16][CH2:15][CH2:14][CH2:13][C@@H:12]2[NH:17][C:18](=[O:24])[O:19][C:20]([CH3:23])([CH3:22])[CH3:21])[CH:5]=[N:6][C:7]=1[C:8]#[N:9].[N:25]1[N:26]([C:30]2[CH:31]=[C:32]([CH:34]=[CH:35][CH:36]=2)[NH2:33])[N:27]=[CH:28][CH:29]=1.O(C1C=CC=CC=1)[Na].O.O.O.CC1(C)C2C(=C(P(C3C=CC=CC=3)C3C=CC=CC=3)C=CC=2)OC2C(P(C3C=CC=CC=3)C3C=CC=CC=3)=CC=CC1=2.